Dataset: Catalyst prediction with 721,799 reactions and 888 catalyst types from USPTO. Task: Predict which catalyst facilitates the given reaction. (1) Reactant: C(OC([N:8]1[CH2:13][CH2:12][CH:11]([C:14]2[CH:19]=[CH:18][C:17]([F:20])=[C:16]([NH:21][C:22](=[O:40])[CH2:23][CH2:24][C:25]3[CH:30]=[CH:29][C:28]([O:31][C:32]4[CH:37]=[CH:36][C:35]([F:38])=[C:34]([F:39])[CH:33]=4)=[CH:27][CH:26]=3)[CH:15]=2)[CH2:10][CH2:9]1)=O)(C)(C)C.FC(F)(F)C(O)=O. Product: [F:39][C:34]1[CH:33]=[C:32]([CH:37]=[CH:36][C:35]=1[F:38])[O:31][C:28]1[CH:29]=[CH:30][C:25]([CH2:24][CH2:23][C:22]([NH:21][C:16]2[CH:15]=[C:14]([CH:11]3[CH2:10][CH2:9][NH:8][CH2:13][CH2:12]3)[CH:19]=[CH:18][C:17]=2[F:20])=[O:40])=[CH:26][CH:27]=1. The catalyst class is: 2. (2) Product: [Br:1][C:2]1[CH:3]=[CH:4][C:5]([N:8]2[CH2:12][CH2:11][C@H:10]([N:22]3[CH2:23][CH2:24][C@@H:20]([F:19])[CH2:21]3)[CH2:9]2)=[N:6][CH:7]=1. Reactant: [Br:1][C:2]1[CH:3]=[CH:4][C:5]([N:8]2[CH2:12][CH2:11][C@@H:10](OS(C)(=O)=O)[CH2:9]2)=[N:6][CH:7]=1.Cl.[F:19][C@@H:20]1[CH2:24][CH2:23][NH:22][CH2:21]1.C([O-])([O-])=O.[Cs+].[Cs+]. The catalyst class is: 31. (3) Reactant: C(N(CC)CC)C.[S:8]1[C:12]([C:13]([OH:15])=O)=[CH:11][N:10]=[CH:9]1.Cl.[CH3:17][NH:18][O:19][CH3:20].CCN=C=NCCCN(C)C. The catalyst class is: 2. Product: [CH3:20][O:19][N:18]([CH3:17])[C:13]([C:12]1[S:8][CH:9]=[N:10][CH:11]=1)=[O:15]. (4) Reactant: Br[C:2]1[CH:3]=[C:4]2[C:9](=[C:10]([O:12][CH2:13][O:14][CH2:15][CH2:16][Si:17]([CH3:20])([CH3:19])[CH3:18])[CH:11]=1)[N:8]=[CH:7][N:6]([CH2:21][O:22][CH2:23][CH2:24][Si:25]([CH3:28])([CH3:27])[CH3:26])[C:5]2=[O:29].C(C1C=C(C)C=C(C(C)(C)C)C=1O)(C)(C)C.[CH3:46][N:47]1[CH:51]=[CH:50][N:49]=[C:48]1[Sn](CCCC)(CCCC)CCCC.[F-].[K+]. Product: [CH3:46][N:47]1[CH:51]=[CH:50][N:49]=[C:48]1[C:2]1[CH:3]=[C:4]2[C:9](=[C:10]([O:12][CH2:13][O:14][CH2:15][CH2:16][Si:17]([CH3:20])([CH3:19])[CH3:18])[CH:11]=1)[N:8]=[CH:7][N:6]([CH2:21][O:22][CH2:23][CH2:24][Si:25]([CH3:28])([CH3:27])[CH3:26])[C:5]2=[O:29]. The catalyst class is: 206. (5) Reactant: [F:1][C:2]1[CH:3]=[C:4]([NH:8][C:9](=[O:15])[O:10][C:11]([CH3:14])([CH3:13])[CH3:12])[CH:5]=[N:6][CH:7]=1.CN(C)CCN(C)C.[Li]CCCC.[I:29]I. Product: [F:1][C:2]1[C:3]([I:29])=[C:4]([NH:8][C:9](=[O:15])[O:10][C:11]([CH3:12])([CH3:14])[CH3:13])[CH:5]=[N:6][CH:7]=1. The catalyst class is: 1. (6) Reactant: [CH2:1]([O:8][C@@H:9]([C@@H:11]1[NH:16][C:15](=[O:17])[CH2:14][O:13][CH2:12]1)[CH3:10])[C:2]1[CH:7]=[CH:6][CH:5]=[CH:4][CH:3]=1.[C:18]([O:22][C:23](O[C:23]([O:22][C:18]([CH3:21])([CH3:20])[CH3:19])=[O:24])=[O:24])([CH3:21])([CH3:20])[CH3:19].C(N(CC)CC)C.N1C=CN=C1. Product: [C:18]([O:22][C:23]([N:16]1[C:15](=[O:17])[CH2:14][O:13][CH2:12][C@@H:11]1[C@H:9]([O:8][CH2:1][C:2]1[CH:7]=[CH:6][CH:5]=[CH:4][CH:3]=1)[CH3:10])=[O:24])([CH3:21])([CH3:20])[CH3:19]. The catalyst class is: 599.